This data is from NCI-60 drug combinations with 297,098 pairs across 59 cell lines. The task is: Regression. Given two drug SMILES strings and cell line genomic features, predict the synergy score measuring deviation from expected non-interaction effect. Drug 2: CC1C(C(CC(O1)OC2CC(CC3=C2C(=C4C(=C3O)C(=O)C5=CC=CC=C5C4=O)O)(C(=O)C)O)N)O. Cell line: MDA-MB-231. Synergy scores: CSS=43.6, Synergy_ZIP=2.87, Synergy_Bliss=4.76, Synergy_Loewe=-21.1, Synergy_HSA=1.10. Drug 1: CCN(CC)CCNC(=O)C1=C(NC(=C1C)C=C2C3=C(C=CC(=C3)F)NC2=O)C.